Dataset: Human Reference Interactome with 51,813 positive PPI pairs across 8,248 proteins, plus equal number of experimentally-validated negative pairs. Task: Binary Classification. Given two protein amino acid sequences, predict whether they physically interact or not. (1) Protein 1 (ENSG00000132661) has sequence MASVDFKTYVDQACRAAEEFVNVYYTTMDKRRRLLSRLYMGTATLVWNGNAVSGQESLSEFFEMLPSSEFQISVVDCQPVHDEATPSQTTVLVVICGSVKFEGNKQRDFNQNFILTAQASPSNTVWKIASDCFRFQDWAS*. Protein 2 (ENSG00000105393) has sequence MEVAEPSSPTEEEEEEEEHSAEPRPRTRSNPEGAEDRAVGAQASVGSRSEGEGEAASADDGSLNTSGAGPKSWQVPPPAPEVQIRTPRVNCPEKVIICLDLSEEMSLPKLESFNGSKTNALNVSQKMIEMFVRTKHKIDKSHEFALVVVNDDTAWLSGLTSDPRELCSCLYDLETASCSTFNLEGLFSLIQQKTELPVTENVQTIPPPYVVRTILVYSRPPCQPQFSLTEPMKKMFQCPYFFFDVVYIHNGTEEKEEEMSWKDMFAFMGSLDTKGTSYKYEVALAGPALELHNCMAKLLA.... Result: 0 (the proteins do not interact). (2) Protein 1 (ENSG00000158092) has sequence MAEEVVVVAKFDYVAQQEQELDIKKNERLWLLDDSKSWWRVRNSMNKTGFVPSNYVERKNSARKASIVKNLKDTLGIGKVKRKPSVPDSASPADDSFVDPGERLYDLNMPAYVKFNYMAEREDELSLIKGTKVIVMEKCSDGWWRGSYNGQVGWFPSNYVTEEGDSPLGDHVGSLSEKLAAVVNNLNTGQVLHVVQALYPFSSSNDEELNFEKGDVMDVIEKPENDPEWWKCRKINGMVGLVPKNYVTVMQNNPLTSGLEPSPPQCDYIRPSLTGKFAGNPWYYGKVTRHQAEMALNERG.... Protein 2 (ENSG00000127314) has sequence MREYKLVVLGSGGVGKSALTVQFVQGIFVEKYDPTIEDSYRKQVEVDAQQCMLEILDTAGTEQFTAMRDLYMKNGQGFALVYSITAQSTFNDLQDLREQILRVKDTDDVPMILVGNKCDLEDERVVGKEQGQNLARQWNNCAFLESSAKSKINVNEIFYDLVRQINRKTPVPGKARKKSSCQLL*MRDLYMKNGQGFALVYSITAQSTFNDLQDLREQILRVKDTDDVPMILVGNKCDLEDERVVGKEQGQNLARQWNNCAFLESSAKSKINVNEIFYDLVRQINRKTPVPGKARKKSSC.... Result: 0 (the proteins do not interact). (3) Protein 1 (ENSG00000119650) has sequence MEDLLDLDEELRYSLATSRAKMGRRAQQESAQAENHLNGKNSSLTLTGETSSAKLPRCRQGGWAGDSVKASNGTQTGKQQLDLNACYHKTHHRDLGLASLEEADIPIIPDLEEVQEEDFVLQVAAPPSIQIKRVMTYRDLDNDLMKYSAIQTLDGEIDLKLLTKVLAPEHEVREDDVGWDWDHLFTEVSSEVLTEWDPLQTEKEDPAGQARHT*MEDLLDLDEELRYSLATSRAKMGRRAQQESAQAENHLNGKNSSLTLTGETSSAKLPRCRQGGWAGDSVKASKFRRKASEEIEDFRL.... Protein 2 (ENSG00000110025) has sequence MSRQAKDDFLRHYTVSDPRTHPKGYTEYKVTAQFISKKDPEDVKEVVVWKRYSDFRKLHGDLAYTHRNLFRRLEEFPAFPRAQVFGRFEASVIEERRKGAEDLLRFTVHIPALNNSPQLKEFFRGGEVTRPLEVSRDLHILPPPLIPTPPPDDPRLSQLLPAERRGLEELEVPVDPPPSSPAQEALDLLFNCESTEEASGSPARGPLTEAELALFDPFSKEEGAAPSPTHVAELATMEVESARLDQEPWEPGGQEEEEDGEGGPTPAYLSQATELITQALRDEKAGAYAAALQGYRDGVH.... Result: 0 (the proteins do not interact). (4) Protein 1 (ENSG00000186687) has sequence MGRAVKVLQLFKTLHRTRQQVFKNDARALEAARIKINEEFKNNKSETSSKKIEELMKIGSDVELLLRTSVIQGIHTDHNTLKLVPRKDLLVENVPYCDAPTQKQ*MGRAVKVLQLFKTLHRTRQQVFKNDARALEELVPRKDLLVENVPYCDAPTQKQ*MGRAVKVLQLFKTLHRTRQQVFKNDARALEAARIKINEEFKNNKSETSSKKIEENWSLGKTFL*. Protein 2 (ENSG00000138018) has sequence MAGYEYVSPEQLAGFDKYKYSAVDTNPLSLYVMHPFWNTIVKVFPTWLAPNLITFSGFLLVVFNFLLMAYFDPDFYASAPGHKHVPDWVWIVVGILNFVAYTLDGVDGKQARRTNSSTPLGELFDHGLDSWSCVYFVVTVYSIFGRGSTGVSVFVLYLLLWVVLFSFILSHWEKYNTGILFLPWGYDISQVTISFVYIVTAVVGVEAWYEPFLFNFLYRDLFTAMIIGCALCVTLPMSLLNFFRSYKNNTLKLNSVYEAMVPLFSPCLLFILSTAWILWSPSDILELHPRVFYFMVGTAF.... Result: 0 (the proteins do not interact). (5) Protein 1 (ENSG00000153310) has sequence MGNLLKVLTCTDLEQGPNFFLDFENAQPTESEKEIYNQVNVVLKDAEGILEDLQSYRGAGHEIREAIQHPADEKLQEKAWGAVVPLVGKLKKFYEFSQRLEAALRGLLGALTSTPYSPTQHLEREQALAKQFAEILHFTLRFDELKMTNPAIQNDFSYYRRTLSRMRINNVPAEGENEVNNELANRMSLFYAEATPMLKTLSDATTKFVSENKNLPIENTTDCLSTMASVCRVMLETPEYRSRFTNEETVSFCLRVMVGVIILYDHVHPVGAFAKTSKIDMKGCIKVLKDQPPNSVEGLL.... Protein 2 (ENSG00000185567) has sequence MCDCFHMVLPTWPGTPGSVSGRQLQPGEPGAETEDDHSVTEGPADEGIRPRPQGSSPVYEYTTEAADFGLQEDAPGRQGSAGRRRSWWKRDSGDSRTFFRMSRPEAVQEATEVTLKTEVEAGASGYSVTGGGDQGIFVKQVLKDSSAAKLFNLREGDQLLSTTVFFENIKYEDALKILQYSEPYKVQFKIRRQLPAPQDEEWASSDAQHGPQGKEKEDTDVADGCRETPTKTLEGDGDQERLISKPRVGRGRQSQRERLSWPKFQSIKSKRGPGPQRSHSSSEAYEPRDAHDVSPTSTDT.... Result: 0 (the proteins do not interact).